Dataset: NCI-60 drug combinations with 297,098 pairs across 59 cell lines. Task: Regression. Given two drug SMILES strings and cell line genomic features, predict the synergy score measuring deviation from expected non-interaction effect. (1) Drug 1: C1=CC(=CC=C1CCC2=CNC3=C2C(=O)NC(=N3)N)C(=O)NC(CCC(=O)O)C(=O)O. Drug 2: CCN(CC)CCNC(=O)C1=C(NC(=C1C)C=C2C3=C(C=CC(=C3)F)NC2=O)C. Cell line: K-562. Synergy scores: CSS=43.8, Synergy_ZIP=-1.37, Synergy_Bliss=-5.22, Synergy_Loewe=-20.0, Synergy_HSA=-6.14. (2) Drug 1: C1=NC2=C(N=C(N=C2N1C3C(C(C(O3)CO)O)F)Cl)N. Drug 2: CCCCC(=O)OCC(=O)C1(CC(C2=C(C1)C(=C3C(=C2O)C(=O)C4=C(C3=O)C=CC=C4OC)O)OC5CC(C(C(O5)C)O)NC(=O)C(F)(F)F)O. Cell line: EKVX. Synergy scores: CSS=19.2, Synergy_ZIP=-4.11, Synergy_Bliss=1.54, Synergy_Loewe=-3.11, Synergy_HSA=-1.74. (3) Drug 1: CN(CC1=CN=C2C(=N1)C(=NC(=N2)N)N)C3=CC=C(C=C3)C(=O)NC(CCC(=O)O)C(=O)O. Drug 2: CC1=C(C(=O)C2=C(C1=O)N3CC4C(C3(C2COC(=O)N)OC)N4)N. Cell line: SK-MEL-28. Synergy scores: CSS=28.8, Synergy_ZIP=-6.18, Synergy_Bliss=-5.51, Synergy_Loewe=-4.32, Synergy_HSA=-2.52. (4) Synergy scores: CSS=70.2, Synergy_ZIP=2.52, Synergy_Bliss=2.39, Synergy_Loewe=2.38, Synergy_HSA=4.03. Cell line: SR. Drug 1: CCC1=CC2CC(C3=C(CN(C2)C1)C4=CC=CC=C4N3)(C5=C(C=C6C(=C5)C78CCN9C7C(C=CC9)(C(C(C8N6C)(C(=O)OC)O)OC(=O)C)CC)OC)C(=O)OC.C(C(C(=O)O)O)(C(=O)O)O. Drug 2: CN(C)C1=NC(=NC(=N1)N(C)C)N(C)C.